Predict the reactants needed to synthesize the given product. From a dataset of Full USPTO retrosynthesis dataset with 1.9M reactions from patents (1976-2016). Given the product [S:1]1[CH:5]=[C:4]([C:6]2[N:15]=[C:14]([C:16]([N:26]3[CH2:25][CH2:24][C:23]4[C:28](=[CH:29][CH:30]=[C:31]([O:32][CH3:33])[C:22]=4[O:21][CH3:20])[CH2:27]3)=[O:18])[C:13]3[C:8](=[CH:9][CH:10]=[CH:11][CH:12]=3)[N:7]=2)[N:3]=[CH:2]1, predict the reactants needed to synthesize it. The reactants are: [S:1]1[CH:5]=[C:4]([C:6]2[N:15]=[C:14]([C:16]([OH:18])=O)[C:13]3[C:8](=[CH:9][CH:10]=[CH:11][CH:12]=3)[N:7]=2)[N:3]=[CH:2]1.Cl.[CH3:20][O:21][C:22]1[C:31]([O:32][CH3:33])=[CH:30][CH:29]=[C:28]2[C:23]=1[CH2:24][CH2:25][NH:26][CH2:27]2.